From a dataset of Cav3 T-type calcium channel HTS with 100,875 compounds. Binary Classification. Given a drug SMILES string, predict its activity (active/inactive) in a high-throughput screening assay against a specified biological target. (1) The molecule is O=C(NCCc1ccccc1)c1[nH]c(c(c1C)C(=O)C)C. The result is 0 (inactive). (2) The drug is O=c1n(nc(c2c1cccc2)C(=O)NCc1cccnc1)C. The result is 0 (inactive). (3) The compound is s1c2c(n3c1nnc3SCCOc1cc(OC)ccc1)cccc2. The result is 0 (inactive). (4) The drug is S(c1nc(SC)ncc1C(OCC)=O)c1ccccc1. The result is 0 (inactive). (5) The drug is BrC1=c2c(C(=O)C(OC(=O)CCC(OC)=O)(C1=O)C)cn(c(c2)c1ccc(OC)cc1)CCc1ncccc1. The result is 0 (inactive). (6) The drug is O1c2c(OCC1)ccc(Nc1n3c(nc1c1ccc(O)cc1)nccc3)c2. The result is 0 (inactive).